Dataset: Reaction yield outcomes from USPTO patents with 853,638 reactions. Task: Predict the reaction yield, written as a fraction of the theoretical maximum amount of product (1.0 means a 100% yield; for example, 0.34 means a 34% yield). (1) The reactants are [NH2:1][C:2]1[CH:3]=[N:4][CH:5]=[CH:6][C:7]=1[N:8]1[CH2:13][C@H:12]([CH3:14])[CH2:11][C@H:10]([NH:15][C:16](=[O:22])[O:17][C:18]([CH3:21])([CH3:20])[CH3:19])[CH2:9]1.[C:23]([O:27][C:28]([NH:30][C:31]1[O:39][C:38]2[C:33](=[N:34][CH:35]=[C:36]([CH:40]3[CH2:45][CH2:44][O:43][CH2:42][CH2:41]3)[CH:37]=2)[C:32]=1[C:46](O)=[O:47])=[O:29])([CH3:26])([CH3:25])[CH3:24].CN(C(ON1N=NC2C=CC=NC1=2)=[N+](C)C)C.F[P-](F)(F)(F)(F)F.CCN(C(C)C)C(C)C. The catalyst is ClCCCl. The product is [C:18]([O:17][C:16]([NH:15][C@H:10]1[CH2:11][C@@H:12]([CH3:14])[CH2:13][N:8]([C:7]2[CH:6]=[CH:5][N:4]=[CH:3][C:2]=2[NH:1][C:46]([C:32]2[C:33]3=[N:34][CH:35]=[C:36]([CH:40]4[CH2:41][CH2:42][O:43][CH2:44][CH2:45]4)[CH:37]=[C:38]3[O:39][C:31]=2[NH:30][C:28](=[O:29])[O:27][C:23]([CH3:25])([CH3:24])[CH3:26])=[O:47])[CH2:9]1)=[O:22])([CH3:21])([CH3:20])[CH3:19]. The yield is 0.780. (2) The reactants are [NH:1]1[CH2:4][CH:3]([O:5][C:6]2[CH:11]=[CH:10][C:9]([N:12]3[CH:17]=[CH:16][C:15]4[N:18]=[C:19]([C:21]5[CH:26]=[CH:25][C:24]([Cl:27])=[CH:23][CH:22]=5)[S:20][C:14]=4[C:13]3=[O:28])=[CH:8][C:7]=2[O:29][CH3:30])[CH2:2]1.[O:31]1[CH2:36][CH2:35][C:34](=O)[CH2:33][CH2:32]1.C(O)(=O)C.C([BH3-])#N.[Na+]. The catalyst is CO.ClCCl. The product is [ClH:27].[Cl:27][C:24]1[CH:23]=[CH:22][C:21]([C:19]2[S:20][C:14]3[C:13](=[O:28])[N:12]([C:9]4[CH:10]=[CH:11][C:6]([O:5][CH:3]5[CH2:4][N:1]([CH:34]6[CH2:35][CH2:36][O:31][CH2:32][CH2:33]6)[CH2:2]5)=[C:7]([O:29][CH3:30])[CH:8]=4)[CH:17]=[CH:16][C:15]=3[N:18]=2)=[CH:26][CH:25]=1. The yield is 0.830. (3) The reactants are C[O:2][C:3](=[O:29])[CH:4]([C:15]1[CH:20]=[CH:19][C:18]([O:21][CH2:22][CH:23]=[CH2:24])=[C:17]([O:25][CH2:26][CH:27]=[CH2:28])[CH:16]=1)[NH:5][C:6]1[CH:11]=[CH:10][C:9]([C:12](=[NH:14])[NH2:13])=[CH:8][CH:7]=1.[OH-].[Na+].[ClH:32].C(OCC)C. The catalyst is CO.O1CCCC1. The product is [ClH:32].[CH2:26]([O:25][C:17]1[CH:16]=[C:15]([CH:4]([NH:5][C:6]2[CH:11]=[CH:10][C:9]([C:12](=[NH:13])[NH2:14])=[CH:8][CH:7]=2)[C:3]([OH:29])=[O:2])[CH:20]=[CH:19][C:18]=1[O:21][CH2:22][CH:23]=[CH2:24])[CH:27]=[CH2:28]. The yield is 0.780. (4) The reactants are [C:1]([O:9][CH2:10][C:11]#[CH:12])(=[O:8])[C:2]1[CH:7]=[CH:6][CH:5]=[CH:4][CH:3]=1.C(N(CC)CC)C.[CH:20](=[N:22][OH:23])[CH3:21].Cl[O-].[Na+]. The catalyst is C(Cl)(Cl)Cl. The product is [C:1]([O:9][CH2:10][C:11]1[O:23][N:22]=[C:20]([CH3:21])[CH:12]=1)(=[O:8])[C:2]1[CH:7]=[CH:6][CH:5]=[CH:4][CH:3]=1. The yield is 0.570. (5) The reactants are [OH:1][CH2:2][C@H:3]([NH:8][C:9](=[O:18])[C:10]1[CH:15]=[CH:14][C:13]([CH3:16])=[C:12]([CH3:17])[CH:11]=1)[CH2:4][CH:5]([CH3:7])[CH3:6].[OH-].[Na+].I[CH3:22]. The catalyst is CN(C=O)C. The product is [CH3:22][O:1][CH2:2][C@H:3]([NH:8][C:9](=[O:18])[C:10]1[CH:15]=[CH:14][C:13]([CH3:16])=[C:12]([CH3:17])[CH:11]=1)[CH2:4][CH:5]([CH3:7])[CH3:6]. The yield is 0.730.